From a dataset of Forward reaction prediction with 1.9M reactions from USPTO patents (1976-2016). Predict the product of the given reaction. (1) Given the reactants [F:1][C:2]1[CH:9]=[CH:8][C:5]([C:6]#[N:7])=[CH:4][C:3]=1[OH:10].Br[CH2:12][C:13]([C:15]1[CH:20]=[CH:19][CH:18]=[C:17]([O:21][CH2:22][C:23]2[CH:28]=[CH:27][C:26]([Cl:29])=[C:25]([Cl:30])[CH:24]=2)[CH:16]=1)=[O:14].C(=O)([O-])[O-].[K+].[K+], predict the reaction product. The product is: [Cl:30][C:25]1[CH:24]=[C:23]([CH:28]=[CH:27][C:26]=1[Cl:29])[CH2:22][O:21][C:17]1[CH:16]=[C:15]([C:13](=[O:14])[CH2:12][O:10][C:3]2[CH:4]=[C:5]([CH:8]=[CH:9][C:2]=2[F:1])[C:6]#[N:7])[CH:20]=[CH:19][CH:18]=1. (2) Given the reactants Cl.[NH2:2][C:3]1[N:4]=[C:5]2[C:14]3[C:8]([CH2:9][CH:10]([C:15]([OH:17])=O)[S:11][C:12]=3[N:13]=1)=[N:7][N:6]2[CH2:18][C:19]1[C:24]([CH3:25])=[C:23]([O:26][CH3:27])[C:22]([CH3:28])=[CH:21][N:20]=1.Cl.CN.O.O[N:34]1[C:38]2C=CC=CC=2N=N1.Cl.CN(C)CCCN=C=NCC.C(N(C(C)C)CC)(C)C.[OH-].[Na+], predict the reaction product. The product is: [NH2:2][C:3]1[N:4]=[C:5]2[C:14]3[C:8]([CH2:9][CH:10]([C:15]([NH:34][CH3:38])=[O:17])[S:11][C:12]=3[N:13]=1)=[N:7][N:6]2[CH2:18][C:19]1[C:24]([CH3:25])=[C:23]([O:26][CH3:27])[C:22]([CH3:28])=[CH:21][N:20]=1. (3) Given the reactants [CH3:1][N:2]1[C:10]([CH2:11][N:12]2[CH2:17][CH2:16][CH:15]([C:18]([OH:21])([CH3:20])[CH3:19])[CH2:14][CH2:13]2)=[N:9][C:8]2[C:3]1=[N:4][C:5]([Sn](CCCC)(CCCC)CCCC)=[N:6][C:7]=2[N:22]1[CH2:27][CH2:26][O:25][CH2:24][CH2:23]1.[F:41][C:42]1[CH:43]=[N:44][C:45]2[C:50]([C:51]=1I)=[CH:49][CH:48]=[CH:47][CH:46]=2, predict the reaction product. The product is: [F:41][C:42]1[CH:43]=[N:44][C:45]2[C:50]([C:51]=1[C:5]1[N:4]=[C:3]3[C:8]([N:9]=[C:10]([CH2:11][N:12]4[CH2:13][CH2:14][CH:15]([C:18]([OH:21])([CH3:19])[CH3:20])[CH2:16][CH2:17]4)[N:2]3[CH3:1])=[C:7]([N:22]3[CH2:23][CH2:24][O:25][CH2:26][CH2:27]3)[N:6]=1)=[CH:49][CH:48]=[CH:47][CH:46]=2. (4) Given the reactants [Cl:1][CH:2]([CH2:15][CH3:16])[C:3]([C:5]1[CH:14]=[CH:13][C:8]2[NH:9][C:10](=[O:12])[O:11][C:7]=2[CH:6]=1)=[O:4].[CH2:17](Br)[C:18]1[CH:23]=[CH:22][CH:21]=[CH:20][CH:19]=1.C(=O)([O-])[O-].[K+].[K+], predict the reaction product. The product is: [CH2:17]([N:9]1[C:8]2[CH:13]=[CH:14][C:5]([C:3](=[O:4])[CH:2]([Cl:1])[CH2:15][CH3:16])=[CH:6][C:7]=2[O:11][C:10]1=[O:12])[C:18]1[CH:23]=[CH:22][CH:21]=[CH:20][CH:19]=1. (5) Given the reactants [CH2:1]([O:3][C:4](=[O:34])[CH2:5][C:6]1[CH:33]=[C:9]2[CH2:10][N:11]([C:15]([O:17][CH2:18][C:19]3[CH:24]=[C:23]([C:25]([F:28])([F:27])[F:26])[CH:22]=[C:21]([C:29]([F:32])([F:31])[F:30])[CH:20]=3)=[O:16])[CH2:12][CH2:13][CH2:14][N:8]2[N:7]=1)[CH3:2].[CH:35]([N-]C(C)C)(C)C.[Li+].CI, predict the reaction product. The product is: [CH2:1]([O:3][C:4](=[O:34])[CH:5]([C:6]1[CH:33]=[C:9]2[CH2:10][N:11]([C:15]([O:17][CH2:18][C:19]3[CH:24]=[C:23]([C:25]([F:26])([F:27])[F:28])[CH:22]=[C:21]([C:29]([F:30])([F:31])[F:32])[CH:20]=3)=[O:16])[CH2:12][CH2:13][CH2:14][N:8]2[N:7]=1)[CH3:35])[CH3:2]. (6) Given the reactants [CH2:1]([O:8][C:9]1[CH:14]=[CH:13][CH:12]=[CH:11][C:10]=1[C:15](=O)[CH3:16])[C:2]1[CH:7]=[CH:6][CH:5]=[CH:4][CH:3]=1.C(O[NH:23][C@H:24]([CH:34]=O)[C:25](=C=O)[C:26]1[CH:31]=[CH:30][CH:29]=[CH:28][CH:27]=1)(C)(C)C.[C:36]([CH2:38][C:39]([O:41][C:42]([CH3:45])([CH3:44])[CH3:43])=[O:40])#[N:37].[C:46]([O-:49])(=[O:48])C.[NH4+:50], predict the reaction product. The product is: [NH2:37][C:36]1[NH:50][C:15]([C:10]2[CH:11]=[CH:12][CH:13]=[CH:14][C:9]=2[O:8][CH2:1][C:2]2[CH:7]=[CH:6][CH:5]=[CH:4][CH:3]=2)=[CH:16][CH:34]([CH:24]([NH:23][C:46]([O:49][C:2]([CH3:7])([CH3:3])[CH3:1])=[O:48])[CH2:25][C:26]2[CH:27]=[CH:28][CH:29]=[CH:30][CH:31]=2)[C:38]=1[C:39]([O:41][C:42]([CH3:45])([CH3:44])[CH3:43])=[O:40]. (7) The product is: [CH3:40][O:39][C:37](=[O:38])[CH2:41][CH2:42][S:43]([N:33]1[CH2:34][CH2:35][N:30]([CH2:29][C:14]2[C:15]([C:23]3[CH:24]=[CH:25][CH:26]=[CH:27][CH:28]=3)=[N:16][C:17]3[C:22]([C:13]=2[C:11](=[O:12])[NH:10][C@H:3]([C:4]2[CH:5]=[CH:6][CH:7]=[CH:8][CH:9]=2)[CH:2]([CH3:36])[CH3:1])=[CH:21][CH:20]=[CH:19][CH:18]=3)[CH2:31][CH2:32]1)(=[O:45])=[O:44]. Given the reactants [CH3:1][CH:2]([CH3:36])[C@H:3]([NH:10][C:11]([C:13]1[C:22]2[C:17](=[CH:18][CH:19]=[CH:20][CH:21]=2)[N:16]=[C:15]([C:23]2[CH:28]=[CH:27][CH:26]=[CH:25][CH:24]=2)[C:14]=1[CH2:29][N:30]1[CH2:35][CH2:34][NH:33][CH2:32][CH2:31]1)=[O:12])[C:4]1[CH:9]=[CH:8][CH:7]=[CH:6][CH:5]=1.[C:37]([CH2:41][CH2:42][S:43](Cl)(=[O:45])=[O:44])([O:39][CH3:40])=[O:38].C(N(C(C)C)CC)(C)C, predict the reaction product.